The task is: Predict the reactants needed to synthesize the given product.. This data is from Full USPTO retrosynthesis dataset with 1.9M reactions from patents (1976-2016). Given the product [N:21]1[CH:22]=[CH:23][CH:24]=[CH:25][C:20]=1[C:2]1[CH:14]=[CH:13][C:5]2[S:6][C:7]([C:9]([O:11][CH3:12])=[O:10])=[CH:8][C:4]=2[CH:3]=1, predict the reactants needed to synthesize it. The reactants are: Br[C:2]1[CH:14]=[CH:13][C:5]2[S:6][C:7]([C:9]([O:11][CH3:12])=[O:10])=[CH:8][C:4]=2[CH:3]=1.C([Sn](CCCC)(CCCC)[C:20]1[CH:25]=[CH:24][CH:23]=[CH:22][N:21]=1)CCC.C1(C)C=CC=CC=1.C(OCC)(=O)C.